From a dataset of Peptide-MHC class II binding affinity with 134,281 pairs from IEDB. Regression. Given a peptide amino acid sequence and an MHC pseudo amino acid sequence, predict their binding affinity value. This is MHC class II binding data. (1) The peptide sequence is LTWIGLNSKNTSMSF. The MHC is DRB1_1101 with pseudo-sequence DRB1_1101. The binding affinity (normalized) is 0.469. (2) The peptide sequence is DEVLIEVNPPFGDSY. The MHC is DRB4_0101 with pseudo-sequence DRB4_0103. The binding affinity (normalized) is 0.326. (3) The peptide sequence is CLHYTVDKSKPKVYQWFD. The MHC is H-2-IAd with pseudo-sequence H-2-IAd. The binding affinity (normalized) is 0. (4) The peptide sequence is NKELRLMYVNCVKKN. The binding affinity (normalized) is 0.632. The MHC is DRB1_0101 with pseudo-sequence DRB1_0101. (5) The peptide sequence is EWKYFAATQFEPLAA. The MHC is DRB1_1602 with pseudo-sequence DRB1_1602. The binding affinity (normalized) is 0.555. (6) The peptide sequence is DYHWLRTVRTTKESL. The MHC is HLA-DPA10103-DPB10301 with pseudo-sequence HLA-DPA10103-DPB10301. The binding affinity (normalized) is 0.138. (7) The peptide sequence is GELQGVDKIDAAFKI. The MHC is DRB1_0401 with pseudo-sequence DRB1_0401. The binding affinity (normalized) is 0.506.